From a dataset of Reaction yield outcomes from USPTO patents with 853,638 reactions. Predict the reaction yield, written as a fraction of the theoretical maximum amount of product (1.0 means a 100% yield; for example, 0.34 means a 34% yield). (1) The reactants are Cl[CH2:2][C:3]1[O:4][C:5]([C:8]2[CH:13]=[CH:12][C:11]([CH3:14])=[CH:10][CH:9]=2)=[N:6][N:7]=1.[Cl:15][C:16]1[CH:21]=[CH:20][CH:19]=[CH:18][C:17]=1[N:22]1[C:26]([SH:27])=[N:25][N:24]=[C:23]1[C:28]1[CH:33]=[CH:32][N:31]=[C:30]([OH:34])[CH:29]=1.C([O-])([O-])=O.[K+].[K+]. The catalyst is C(#N)C. The product is [C:11]1([CH3:14])[CH:12]=[CH:13][C:8]([C:5]2[O:4][C:3]([CH2:2][S:27][C:26]3[N:22]([C:17]4[CH:18]=[CH:19][CH:20]=[CH:21][C:16]=4[Cl:15])[C:23]([C:28]4[CH:33]=[CH:32][N:31]=[C:30]([OH:34])[CH:29]=4)=[N:24][N:25]=3)=[N:7][N:6]=2)=[CH:9][CH:10]=1. The yield is 0.800. (2) The reactants are O.[OH-].[Li+].[C:4]([O:8][C:9]([NH:11][CH2:12][C:13]1([C:28]([O:30]CC)=[O:29])[CH2:18][CH2:17][N:16]([C:19]2[C:20]3[CH:27]=[CH:26][NH:25][C:21]=3[N:22]=[CH:23][N:24]=2)[CH2:15][CH2:14]1)=[O:10])([CH3:7])([CH3:6])[CH3:5]. The catalyst is O.C1COCC1.C(O)C.CCOC(C)=O. The product is [C:4]([O:8][C:9]([NH:11][CH2:12][C:13]1([C:28]([OH:30])=[O:29])[CH2:14][CH2:15][N:16]([C:19]2[C:20]3[CH:27]=[CH:26][NH:25][C:21]=3[N:22]=[CH:23][N:24]=2)[CH2:17][CH2:18]1)=[O:10])([CH3:7])([CH3:5])[CH3:6]. The yield is 0.631. (3) The reactants are [C:1](#[N:3])[CH3:2].[OH2:4].[C:5]([OH:8])(=O)C.[C:9](O)(=O)[CH3:10].I[C:14]1[CH:19]=[CH:18][CH:17]=[CH:16][CH:15]=1.[C:20]([O:23][CH2:24][CH3:25])(=[O:22])C. No catalyst specified. The product is [CH3:5][O:8][C:2]([C@@:1]12[CH2:10][C@:9]1([C:14]1[CH:19]=[CH:18][CH:17]=[CH:16][CH:15]=1)[CH2:25][CH2:24][O:23][C:20](=[O:22])[NH:3]2)=[O:4]. The yield is 0.350. (4) The product is [NH2:9][C:8]1[C:7]2[C:6]([C:10]3[CH:15]=[CH:14][CH:13]=[CH:12][C:11]=3[O:16][CH2:17][C:18]3[CH:23]=[CH:22][CH:21]=[CH:20][CH:19]=3)=[N:5][C:4]([NH:24][CH:25]3[CH2:27][CH2:26]3)=[N:3][C:2]=2[S:28][C:29]=1[C:30]([NH2:32])=[O:31]. The reactants are Cl[C:2]1[C:7]([C:8]#[N:9])=[C:6]([C:10]2[CH:15]=[CH:14][CH:13]=[CH:12][C:11]=2[O:16][CH2:17][C:18]2[CH:23]=[CH:22][CH:21]=[CH:20][CH:19]=2)[N:5]=[C:4]([NH:24][CH:25]2[CH2:27][CH2:26]2)[N:3]=1.[SH:28][CH2:29][C:30]([NH2:32])=[O:31].C([O-])([O-])=O.[Na+].[Na+].CC[O-].[Na+]. The yield is 0.490. The catalyst is C(O)C.O. (5) The catalyst is C(Cl)(Cl)Cl. The reactants are N1C=CC=CC=1.[C:7](Cl)(=[O:9])[CH3:8].[CH:11]1[C:23]2[CH:22]([CH2:24][O:25][C:26]([NH:28][C@:29]34[CH2:64][CH2:63][C@@H:62]([C:65]([OH:69])([CH3:68])[CH2:66][OH:67])[C@@H:30]3[C@@H:31]3[C@@:44]([CH3:47])([CH2:45][CH2:46]4)[C@@:43]4([CH3:48])[C@@H:34]([C@:35]5([CH3:61])[C@@H:40]([CH2:41][CH2:42]4)[C:39]([CH3:50])([CH3:49])[C:38]([C:51]4[CH:60]=[CH:59][C:54]([C:55]([O:57][CH3:58])=[O:56])=[CH:53][CH:52]=4)=[CH:37][CH2:36]5)[CH2:33][CH2:32]3)=[O:27])[C:21]3[C:16](=[CH:17][CH:18]=[CH:19][CH:20]=3)[C:15]=2[CH:14]=[CH:13][CH:12]=1. The product is [CH:11]1[C:23]2[CH:22]([CH2:24][O:25][C:26]([NH:28][C@:29]34[CH2:64][CH2:63][C@@H:62]([C:65]([OH:69])([CH3:68])[CH2:66][O:67][C:7](=[O:9])[CH3:8])[C@@H:30]3[C@@H:31]3[C@@:44]([CH3:47])([CH2:45][CH2:46]4)[C@@:43]4([CH3:48])[C@@H:34]([C@:35]5([CH3:61])[C@@H:40]([CH2:41][CH2:42]4)[C:39]([CH3:50])([CH3:49])[C:38]([C:51]4[CH:60]=[CH:59][C:54]([C:55]([O:57][CH3:58])=[O:56])=[CH:53][CH:52]=4)=[CH:37][CH2:36]5)[CH2:33][CH2:32]3)=[O:27])[C:21]3[C:16](=[CH:17][CH:18]=[CH:19][CH:20]=3)[C:15]=2[CH:14]=[CH:13][CH:12]=1. The yield is 0.780. (6) The reactants are C([O:3][C:4](=O)[CH:5]=[CH:6][C:7]1[CH:12]=[CH:11][C:10]([CH2:13][CH3:14])=[CH:9][C:8]=1[O:15][CH2:16][C:17]1[CH:22]=[CH:21][CH:20]=[CH:19][CH:18]=1)C.[H-].[Al+3].[Li+].[H-].[H-].[H-]. The catalyst is CCOCC. The product is [CH2:16]([O:15][C:8]1[CH:9]=[C:10]([CH2:13][CH3:14])[CH:11]=[CH:12][C:7]=1[CH:6]=[CH:5][CH2:4][OH:3])[C:17]1[CH:22]=[CH:21][CH:20]=[CH:19][CH:18]=1. The yield is 0.00710. (7) The yield is 0.990. The product is [C:2]([C:3]1[N:14]([CH3:15])[C:6]2[C:5]([CH:4]=1)=[CH:10][C:9]([N+:11]([O-:13])=[O:12])=[CH:8][CH:7]=2)([CH3:17])([CH3:16])[CH3:1]. The catalyst is C1COCC1. The reactants are [CH3:1][C:2]([CH3:17])([CH3:16])[C:3]#[C:4][C:5]1[CH:10]=[C:9]([N+:11]([O-:13])=[O:12])[CH:8]=[CH:7][C:6]=1[NH:14][CH3:15].CCCC[N+](CCCC)(CCCC)CCCC.[F-]. (8) The reactants are [F:1][C:2]1[N:7]=[CH:6][C:5](OB(O)O)=[CH:4][CH:3]=1.Br[C:13]1[CH:27]=[CH:26][C:16]([O:17][CH2:18][CH2:19][N:20]2[CH2:25][CH2:24][O:23][CH2:22][CH2:21]2)=[CH:15][CH:14]=1.C(=O)([O-])[O-].[Na+].[Na+].CC(OC)(C)C. The catalyst is O.COCCOC.C1C=CC([P]([Pd]([P](C2C=CC=CC=2)(C2C=CC=CC=2)C2C=CC=CC=2)([P](C2C=CC=CC=2)(C2C=CC=CC=2)C2C=CC=CC=2)[P](C2C=CC=CC=2)(C2C=CC=CC=2)C2C=CC=CC=2)(C2C=CC=CC=2)C2C=CC=CC=2)=CC=1. The product is [F:1][C:2]1[N:7]=[CH:6][C:5]([C:13]2[CH:27]=[CH:26][C:16]([O:17][CH2:18][CH2:19][N:20]3[CH2:25][CH2:24][O:23][CH2:22][CH2:21]3)=[CH:15][CH:14]=2)=[CH:4][CH:3]=1. The yield is 0.671. (9) The reactants are [C:1]([C:3]1[CH:9]=[C:8]([Br:10])[CH:7]=[CH:6][C:4]=1[NH2:5])#[N:2].CO[CH:13](OC)[N:14]([CH3:16])[CH3:15]. The catalyst is CCCCCC. The product is [Br:10][C:8]1[CH:7]=[CH:6][C:4]([N:5]=[CH:13][N:14]([CH3:16])[CH3:15])=[C:3]([C:1]#[N:2])[CH:9]=1. The yield is 0.850. (10) The reactants are [CH3:1][C:2]([CH3:7])([CH3:6])[C:3]([NH2:5])=[O:4].C(Cl)(=O)[C:9](Cl)=[O:10].[NH2:14][C:15]1[N:20]=[CH:19][C:18]([O:21][C:22]2[CH:27]=[CH:26][N:25]=[C:24]([NH:28][C:29]([N:31]3[CH2:35][CH2:34][C@@H:33]([N:36]([CH3:38])[CH3:37])[CH2:32]3)=[O:30])[CH:23]=2)=[CH:17][CH:16]=1.N1C=CC=CC=1. The catalyst is ClCCCl.C1COCC1. The product is [CH3:37][N:36]([CH3:38])[C@@H:33]1[CH2:34][CH2:35][N:31]([C:29]([NH:28][C:24]2[CH:23]=[C:22]([O:21][C:18]3[CH:19]=[N:20][C:15]([NH:14][C:9]([NH:5][C:3](=[O:4])[C:2]([CH3:7])([CH3:6])[CH3:1])=[O:10])=[CH:16][CH:17]=3)[CH:27]=[CH:26][N:25]=2)=[O:30])[CH2:32]1. The yield is 0.340.